This data is from Catalyst prediction with 721,799 reactions and 888 catalyst types from USPTO. The task is: Predict which catalyst facilitates the given reaction. Reactant: Cl[C:2]1[CH:10]=[CH:9][C:8]([N+:11]([O-:13])=[O:12])=[CH:7][C:3]=1[C:4]([OH:6])=[O:5].[CH3:14][NH:15][CH3:16]. Product: [CH3:14][N:15]([CH3:16])[C:2]1[CH:10]=[CH:9][C:8]([N+:11]([O-:13])=[O:12])=[CH:7][C:3]=1[C:4]([OH:6])=[O:5]. The catalyst class is: 15.